This data is from Full USPTO retrosynthesis dataset with 1.9M reactions from patents (1976-2016). The task is: Predict the reactants needed to synthesize the given product. (1) Given the product [Cl:22][C:19]1[CH:20]=[CH:21][C:16]([C:3]2[C:4]3[N:5]([C:8](=[O:15])[N:9]([CH2:11][CH:12]([CH3:14])[CH3:13])[N:10]=3)[CH:6]=[CH:7][C:2]=2[C:28]2[CH:29]=[CH:30][C:25]([O:24][CH3:23])=[CH:26][CH:27]=2)=[CH:17][CH:18]=1, predict the reactants needed to synthesize it. The reactants are: Br[C:2]1[CH:7]=[CH:6][N:5]2[C:8](=[O:15])[N:9]([CH2:11][CH:12]([CH3:14])[CH3:13])[N:10]=[C:4]2[C:3]=1[C:16]1[CH:21]=[CH:20][C:19]([Cl:22])=[CH:18][CH:17]=1.[CH3:23][O:24][C:25]1[CH:30]=[CH:29][C:28](B(O)O)=[CH:27][CH:26]=1.C([O-])([O-])=O.[K+].[K+]. (2) The reactants are: [Cl:1][C:2]1[CH:7]=[CH:6][C:5]([C:8]([N:17]2[C:25]3[C:20](=[C:21]([NH:26][S:27]([CH3:30])(=[O:29])=[O:28])[CH:22]=[CH:23][CH:24]=3)[CH:19]=[CH:18]2)([CH2:15][CH3:16])[C:9](O)([CH3:13])[CH2:10][C:11]#[N:12])=[CH:4][CH:3]=1.C(OC(C(F)(F)F)=O)(C(F)(F)F)=O.C(N(CC)CC)C. Given the product [Cl:1][C:2]1[CH:7]=[CH:6][C:5]([C:8]([N:17]2[C:25]3[C:20](=[C:21]([NH:26][S:27]([CH3:30])(=[O:28])=[O:29])[CH:22]=[CH:23][CH:24]=3)[CH:19]=[CH:18]2)([CH2:15][CH3:16])[C:9]([CH3:13])=[CH:10][C:11]#[N:12])=[CH:4][CH:3]=1, predict the reactants needed to synthesize it. (3) Given the product [OH:8][C:9]1[C:14]([NH:15][C:16](=[O:21])[C:17]([F:18])([F:19])[F:20])=[CH:13][C:12]([CH2:22][CH2:23][C:24]([O:26][CH3:27])=[O:25])=[CH:11][C:10]=1[C:28]1[CH:29]=[C:30]2[C:34](=[CH:35][CH:36]=1)[N:33]([CH3:37])[N:32]=[CH:31]2, predict the reactants needed to synthesize it. The reactants are: C([O:8][C:9]1[C:14]([NH:15][C:16](=[O:21])[C:17]([F:20])([F:19])[F:18])=[CH:13][C:12]([CH2:22][CH2:23][C:24]([O:26][CH3:27])=[O:25])=[CH:11][C:10]=1[C:28]1[CH:29]=[C:30]2[C:34](=[CH:35][CH:36]=1)[N:33]([CH3:37])[N:32]=[CH:31]2)C1C=CC=CC=1.